From a dataset of Forward reaction prediction with 1.9M reactions from USPTO patents (1976-2016). Predict the product of the given reaction. (1) Given the reactants [NH2:1][CH2:2][CH2:3][N:4]1[CH2:9][CH2:8][CH:7]([CH2:10][NH:11][C:12](=[O:18])[O:13][C:14]([CH3:17])([CH3:16])[CH3:15])[CH2:6][CH2:5]1.CCN(C(C)C)C(C)C.[CH:28]1([S:31](Cl)(=[O:33])=[O:32])[CH2:30][CH2:29]1.O, predict the reaction product. The product is: [CH:28]1([S:31]([NH:1][CH2:2][CH2:3][N:4]2[CH2:9][CH2:8][CH:7]([CH2:10][NH:11][C:12](=[O:18])[O:13][C:14]([CH3:15])([CH3:17])[CH3:16])[CH2:6][CH2:5]2)(=[O:33])=[O:32])[CH2:30][CH2:29]1. (2) Given the reactants C([Si](C)(C)[O:6][C:7]1[CH:47]=[CH:46][C:10]2[N:11]([CH2:30][C:31]3[CH:36]=[CH:35][C:34]([O:37][CH2:38][CH2:39][N:40]4[CH2:45][CH2:44][CH2:43][CH2:42][CH2:41]4)=[CH:33][CH:32]=3)[CH2:12][CH:13]([C:16]3[CH:21]=[CH:20][CH:19]=[C:18]([O:22][Si](C(C)(C)C)(C)C)[CH:17]=3)[CH2:14][O:15][C:9]=2[CH:8]=1)(C)(C)C.Cl, predict the reaction product. The product is: [OH:22][C:18]1[CH:17]=[C:16]([CH:13]2[CH2:12][N:11]([CH2:30][C:31]3[CH:32]=[CH:33][C:34]([O:37][CH2:38][CH2:39][N:40]4[CH2:41][CH2:42][CH2:43][CH2:44][CH2:45]4)=[CH:35][CH:36]=3)[C:10]3[CH:46]=[CH:47][C:7]([OH:6])=[CH:8][C:9]=3[O:15][CH2:14]2)[CH:21]=[CH:20][CH:19]=1.